From a dataset of Forward reaction prediction with 1.9M reactions from USPTO patents (1976-2016). Predict the product of the given reaction. Given the reactants Cl.[C:2]([C:6]1[CH:16]=[CH:15][CH:14]=[CH:13][C:7]=1[O:8][CH2:9][CH2:10][NH:11][CH3:12])([CH3:5])([CH3:4])[CH3:3].[F:17][C:18]1[CH:19]=[C:20]2[C:24](=[CH:25][CH:26]=1)[NH:23][N:22]=[C:21]2[C:27]([OH:29])=O, predict the reaction product. The product is: [C:2]([C:6]1[CH:16]=[CH:15][CH:14]=[CH:13][C:7]=1[O:8][CH2:9][CH2:10][N:11]([CH3:12])[C:27]([C:21]1[C:20]2[C:24](=[CH:25][CH:26]=[C:18]([F:17])[CH:19]=2)[NH:23][N:22]=1)=[O:29])([CH3:5])([CH3:3])[CH3:4].